Dataset: Full USPTO retrosynthesis dataset with 1.9M reactions from patents (1976-2016). Task: Predict the reactants needed to synthesize the given product. (1) Given the product [CH3:18][O:19][C:20](=[O:33])[CH2:21][N:22]1[C:30]2[C:25](=[CH:26][C:27]([F:31])=[CH:28][CH:29]=2)[C:24]([CH2:16][C:11]2[S:12][C:13]([CH3:15])=[CH:14][C:10]=2[S:7]([C:1]2[CH:2]=[CH:3][CH:4]=[CH:5][CH:6]=2)(=[O:8])=[O:9])=[C:23]1[CH3:32], predict the reactants needed to synthesize it. The reactants are: [C:1]1([S:7]([C:10]2[CH:14]=[C:13]([CH3:15])[S:12][C:11]=2[CH:16]=O)(=[O:9])=[O:8])[CH:6]=[CH:5][CH:4]=[CH:3][CH:2]=1.[CH3:18][O:19][C:20](=[O:33])[CH2:21][N:22]1[C:30]2[C:25](=[CH:26][C:27]([F:31])=[CH:28][CH:29]=2)[CH:24]=[C:23]1[CH3:32]. (2) Given the product [N:27]1[CH:28]=[CH:36][CH:35]=[CH:34][C:2]=1[C:1]([N:5]1[CH2:6][CH2:7][CH:8]([CH2:11][CH2:12][CH2:13][CH2:14][NH:15][C:16]([N:18]2[CH2:26][C:25]3[C:20](=[CH:21][CH:22]=[CH:23][CH:24]=3)[CH2:19]2)=[O:17])[CH2:9][CH2:10]1)=[O:3], predict the reactants needed to synthesize it. The reactants are: [C:1](Cl)(=[O:3])[CH3:2].[NH:5]1[CH2:10][CH2:9][CH:8]([CH2:11][CH2:12][CH2:13][CH2:14][NH:15][C:16]([N:18]2[CH2:26][C:25]3[C:20](=[CH:21][CH:22]=[CH:23][CH:24]=3)[CH2:19]2)=[O:17])[CH2:7][CH2:6]1.[NH2:27][C:28]1C=C2[C:34](=[CH:35][CH:36]=1)CN(C([NH:27][C:28]1C=C[C:34](C(=O)NCCC)=[CH:35][CH:36]=1)=O)C2. (3) The reactants are: [F:1][C:2]1[CH:11]=[CH:10][CH:9]=[C:8]2[C:3]=1[CH:4]=[CH:5][CH:6]=[C:7]2[OH:12].C(N(C(C)C)C(C)C)C.Cl[CH2:23][O:24][CH3:25].C(=O)([O-])[O-].[Na+].[Na+]. Given the product [F:1][C:2]1[CH:11]=[CH:10][CH:9]=[C:8]2[C:3]=1[CH:4]=[CH:5][CH:6]=[C:7]2[O:12][CH2:23][O:24][CH3:25], predict the reactants needed to synthesize it. (4) Given the product [CH:6]1[CH:5]=[C:4]([OH:18])[C:3]([S:8]([C:11]2[CH:16]=[CH:15][C:14]([OH:17])=[CH:13][CH:12]=2)(=[O:10])=[O:9])=[CH:2][CH:1]=1.[CH:15]1[C:14]([OH:17])=[CH:13][CH:12]=[C:11]([S:8]([C:3]2[CH:4]=[CH:5][C:6]([OH:7])=[CH:1][CH:2]=2)(=[O:10])=[O:9])[CH:16]=1, predict the reactants needed to synthesize it. The reactants are: [CH:1]1[C:6]([OH:7])=[CH:5][CH:4]=[C:3]([S:8]([C:11]2[CH:16]=[CH:15][C:14]([OH:17])=[CH:13][CH:12]=2)(=[O:10])=[O:9])[CH:2]=1.[OH2:18].